Dataset: Catalyst prediction with 721,799 reactions and 888 catalyst types from USPTO. Task: Predict which catalyst facilitates the given reaction. (1) Reactant: [C:1]([O:5][C:6](=[O:16])[CH2:7]P(OCC)(OCC)=O)([CH3:4])([CH3:3])[CH3:2].[H-].[Na+].[H][H].[Br:21][C:22]1[CH:23]=[CH:24][C:25]2[S:29][C:28]([CH:30]=O)=[C:27]([CH3:32])[C:26]=2[CH:33]=1. Product: [Br:21][C:22]1[CH:23]=[CH:24][C:25]2[S:29][C:28](/[CH:30]=[CH:7]/[C:6]([O:5][C:1]([CH3:2])([CH3:3])[CH3:4])=[O:16])=[C:27]([CH3:32])[C:26]=2[CH:33]=1. The catalyst class is: 20. (2) Reactant: [Cl:1][C:2]1[CH:10]=[CH:9][CH:8]=[C:7]2[C:3]=1[C:4]([C:15]([OH:17])=O)=[CH:5][N:6]2[CH:11]1[CH2:14][O:13][CH2:12]1.CN(C(ON1N=NC2C=CC=NC1=2)=[N+](C)C)C.F[P-](F)(F)(F)(F)F.[NH2:42][CH2:43][C@@:44]1([OH:51])[CH2:49][CH2:48][CH2:47][C@@H:46]([CH3:50])[CH2:45]1.CCN(C(C)C)C(C)C. Product: [Cl:1][C:2]1[CH:10]=[CH:9][CH:8]=[C:7]2[C:3]=1[C:4]([C:15]([NH:42][CH2:43][C@@:44]1([OH:51])[CH2:49][CH2:48][CH2:47][C@@H:46]([CH3:50])[CH2:45]1)=[O:17])=[CH:5][N:6]2[CH:11]1[CH2:12][O:13][CH2:14]1. The catalyst class is: 3.